Dataset: Full USPTO retrosynthesis dataset with 1.9M reactions from patents (1976-2016). Task: Predict the reactants needed to synthesize the given product. Given the product [CH3:1][C:2]1[S:17][C:5]2[O:6][C:7]3[C:15]([CH3:16])=[CH:14][CH:13]=[CH:12][C:8]=3[N:9]=[C:10]([N:27]3[CH2:28][CH2:29][N:24]([CH3:23])[CH2:25][CH2:26]3)[C:4]=2[CH:3]=1, predict the reactants needed to synthesize it. The reactants are: [CH3:1][C:2]1[S:17][C:5]2[O:6][C:7]3[C:15]([CH3:16])=[CH:14][CH:13]=[CH:12][C:8]=3[NH:9][C:10](=O)[C:4]=2[CH:3]=1.P(Cl)(Cl)(Cl)=O.[CH3:23][N:24]1[CH2:29][CH2:28][NH:27][CH2:26][CH2:25]1.